This data is from NCI-60 drug combinations with 297,098 pairs across 59 cell lines. The task is: Regression. Given two drug SMILES strings and cell line genomic features, predict the synergy score measuring deviation from expected non-interaction effect. Drug 1: CC1=C(N=C(N=C1N)C(CC(=O)N)NCC(C(=O)N)N)C(=O)NC(C(C2=CN=CN2)OC3C(C(C(C(O3)CO)O)O)OC4C(C(C(C(O4)CO)O)OC(=O)N)O)C(=O)NC(C)C(C(C)C(=O)NC(C(C)O)C(=O)NCCC5=NC(=CS5)C6=NC(=CS6)C(=O)NCCC[S+](C)C)O. Drug 2: CC12CCC3C(C1CCC2O)C(CC4=C3C=CC(=C4)O)CCCCCCCCCS(=O)CCCC(C(F)(F)F)(F)F. Cell line: HOP-62. Synergy scores: CSS=28.2, Synergy_ZIP=-20.8, Synergy_Bliss=-33.3, Synergy_Loewe=-28.5, Synergy_HSA=-25.8.